Dataset: Forward reaction prediction with 1.9M reactions from USPTO patents (1976-2016). Task: Predict the product of the given reaction. Given the reactants [Br:1][C:2]1[CH:3]=[N:4][C:5]([C:8](Cl)=[O:9])=[N:6][CH:7]=1.C(N(CC)C(C)C)(C)C.[N:20]1([C:26]([O:28][C:29]([CH3:32])([CH3:31])[CH3:30])=[O:27])[CH2:25][CH2:24][NH:23][CH2:22][CH2:21]1.O, predict the reaction product. The product is: [Br:1][C:2]1[CH:3]=[N:4][C:5]([C:8]([N:23]2[CH2:22][CH2:21][N:20]([C:26]([O:28][C:29]([CH3:32])([CH3:31])[CH3:30])=[O:27])[CH2:25][CH2:24]2)=[O:9])=[N:6][CH:7]=1.